This data is from NCI-60 drug combinations with 297,098 pairs across 59 cell lines. The task is: Regression. Given two drug SMILES strings and cell line genomic features, predict the synergy score measuring deviation from expected non-interaction effect. (1) Drug 1: C1C(C(OC1N2C=NC3=C(N=C(N=C32)Cl)N)CO)O. Drug 2: C1CN1C2=NC(=NC(=N2)N3CC3)N4CC4. Cell line: UO-31. Synergy scores: CSS=39.1, Synergy_ZIP=-4.87, Synergy_Bliss=0.348, Synergy_Loewe=-0.467, Synergy_HSA=2.46. (2) Cell line: A498. Drug 2: CCCS(=O)(=O)NC1=C(C(=C(C=C1)F)C(=O)C2=CNC3=C2C=C(C=N3)C4=CC=C(C=C4)Cl)F. Drug 1: CC1C(C(CC(O1)OC2CC(CC3=C2C(=C4C(=C3O)C(=O)C5=C(C4=O)C(=CC=C5)OC)O)(C(=O)C)O)N)O.Cl. Synergy scores: CSS=17.6, Synergy_ZIP=-3.60, Synergy_Bliss=1.53, Synergy_Loewe=-9.12, Synergy_HSA=0.843. (3) Synergy scores: CSS=3.43, Synergy_ZIP=1.33, Synergy_Bliss=3.87, Synergy_Loewe=-0.407, Synergy_HSA=2.26. Drug 1: CC12CCC(CC1=CCC3C2CCC4(C3CC=C4C5=CN=CC=C5)C)O. Cell line: HOP-62. Drug 2: C1=CC=C(C(=C1)C(C2=CC=C(C=C2)Cl)C(Cl)Cl)Cl. (4) Drug 1: C1C(C(OC1N2C=NC3=C(N=C(N=C32)Cl)N)CO)O. Drug 2: CC1=C(N=C(N=C1N)C(CC(=O)N)NCC(C(=O)N)N)C(=O)NC(C(C2=CN=CN2)OC3C(C(C(C(O3)CO)O)O)OC4C(C(C(C(O4)CO)O)OC(=O)N)O)C(=O)NC(C)C(C(C)C(=O)NC(C(C)O)C(=O)NCCC5=NC(=CS5)C6=NC(=CS6)C(=O)NCCC[S+](C)C)O. Cell line: SNB-19. Synergy scores: CSS=42.0, Synergy_ZIP=-12.1, Synergy_Bliss=-2.15, Synergy_Loewe=-6.03, Synergy_HSA=2.78. (5) Drug 1: C1CN1C2=NC(=NC(=N2)N3CC3)N4CC4. Drug 2: C(CC(=O)O)C(=O)CN.Cl. Cell line: SW-620. Synergy scores: CSS=3.53, Synergy_ZIP=-7.57, Synergy_Bliss=-10.1, Synergy_Loewe=-37.9, Synergy_HSA=-12.0. (6) Drug 1: C1=CC=C(C=C1)NC(=O)CCCCCCC(=O)NO. Drug 2: C(=O)(N)NO. Cell line: LOX IMVI. Synergy scores: CSS=10.7, Synergy_ZIP=-2.56, Synergy_Bliss=4.46, Synergy_Loewe=-4.81, Synergy_HSA=-0.665. (7) Drug 1: CC(C)(C#N)C1=CC(=CC(=C1)CN2C=NC=N2)C(C)(C)C#N. Drug 2: CC1CCC2CC(C(=CC=CC=CC(CC(C(=O)C(C(C(=CC(C(=O)CC(OC(=O)C3CCCCN3C(=O)C(=O)C1(O2)O)C(C)CC4CCC(C(C4)OC)O)C)C)O)OC)C)C)C)OC. Cell line: NCIH23. Synergy scores: CSS=1.04, Synergy_ZIP=4.55, Synergy_Bliss=8.72, Synergy_Loewe=-14.7, Synergy_HSA=-6.39.